This data is from Ames mutagenicity test results for genotoxicity prediction. The task is: Regression/Classification. Given a drug SMILES string, predict its toxicity properties. Task type varies by dataset: regression for continuous values (e.g., LD50, hERG inhibition percentage) or binary classification for toxic/non-toxic outcomes (e.g., AMES mutagenicity, cardiotoxicity, hepatotoxicity). Dataset: ames. (1) The compound is O=C1c2ccccc2-c2ccc3ccccc3c21. The result is 0 (non-mutagenic). (2) The drug is C1CN2CCN1CC2. The result is 0 (non-mutagenic). (3) The drug is CCc1cccc(CC)c1NC(C)=O. The result is 0 (non-mutagenic).